Dataset: Peptide-MHC class I binding affinity with 185,985 pairs from IEDB/IMGT. Task: Regression. Given a peptide amino acid sequence and an MHC pseudo amino acid sequence, predict their binding affinity value. This is MHC class I binding data. (1) The peptide sequence is RQRHYFDSA. The binding affinity (normalized) is 0.213. The MHC is HLA-B53:01 with pseudo-sequence HLA-B53:01. (2) The peptide sequence is QYLNLYPVA. The MHC is Patr-A0901 with pseudo-sequence Patr-A0901. The binding affinity (normalized) is 0.465. (3) The peptide sequence is FLKENKLNK. The MHC is HLA-A31:01 with pseudo-sequence HLA-A31:01. The binding affinity (normalized) is 0.149.